Dataset: Reaction yield outcomes from USPTO patents with 853,638 reactions. Task: Predict the reaction yield, written as a fraction of the theoretical maximum amount of product (1.0 means a 100% yield; for example, 0.34 means a 34% yield). (1) The reactants are [Cl:1][C:2]1[CH:26]=[CH:25][C:5]([C:6]([C:8]2[CH:13]=[CH:12][CH:11]=[CH:10][C:9]=2[C:14]2[C:15]3[CH:24]=[CH:23][NH:22][C:16]=3[C:17](=[O:21])[N:18]([CH3:20])[CH:19]=2)=[O:7])=[CH:4][CH:3]=1.FC(F)(F)CS(NC1C=CC(OC2CCCOC2)=C(C2C3C=CNC=3C(=O)N(C)C=2)C=1)(=O)=O. The catalyst is O1CCCC1. The product is [Cl:1][C:2]1[CH:26]=[CH:25][C:5]([CH:6]([OH:7])[C:8]2[CH:13]=[CH:12][CH:11]=[CH:10][C:9]=2[C:14]2[C:15]3[CH:24]=[CH:23][NH:22][C:16]=3[C:17](=[O:21])[N:18]([CH3:20])[CH:19]=2)=[CH:4][CH:3]=1. The yield is 0.840. (2) The yield is 0.450. The catalyst is O1CCOCC1.O.C1C=CC([P]([Pd]([P](C2C=CC=CC=2)(C2C=CC=CC=2)C2C=CC=CC=2)([P](C2C=CC=CC=2)(C2C=CC=CC=2)C2C=CC=CC=2)[P](C2C=CC=CC=2)(C2C=CC=CC=2)C2C=CC=CC=2)(C2C=CC=CC=2)C2C=CC=CC=2)=CC=1. The product is [NH2:27][C:28]1[N:33]=[CH:32][C:31]([C:2]2[CH:3]=[C:4]([C:14]([NH:16][CH2:17][C:18]3[C:19](=[O:26])[NH:20][C:21]([CH3:25])=[CH:22][C:23]=3[CH3:24])=[O:15])[C:5]3[CH:10]=[N:9][N:8]([CH:11]([CH3:13])[CH3:12])[C:6]=3[N:7]=2)=[CH:30][N:29]=1. The reactants are Br[C:2]1[CH:3]=[C:4]([C:14]([NH:16][CH2:17][C:18]2[C:19](=[O:26])[NH:20][C:21]([CH3:25])=[CH:22][C:23]=2[CH3:24])=[O:15])[C:5]2[CH:10]=[N:9][N:8]([CH:11]([CH3:13])[CH3:12])[C:6]=2[N:7]=1.[NH2:27][C:28]1[N:33]=[CH:32][C:31](B(O)O)=[CH:30][N:29]=1.C([O-])([O-])=O.[Na+].[Na+].CCOC(C)=O.